Dataset: Catalyst prediction with 721,799 reactions and 888 catalyst types from USPTO. Task: Predict which catalyst facilitates the given reaction. (1) Reactant: Cl[C:2]1[N:7]=[C:6]([C:8]2[CH:13]=[CH:12][C:11]([N+:14]([O-:16])=[O:15])=[CH:10][CH:9]=2)[N:5]=[C:4]([N:17]2[C@@H:21]([CH2:22][OH:23])[CH2:20][CH2:19][C@H:18]2[CH2:24][OH:25])[N:3]=1.Cl.[CH:27]12[O:34][CH:31]([CH2:32][CH2:33]1)[CH2:30][NH:29][CH2:28]2.C(N(CC)CC)C. Product: [CH:31]12[O:34][CH:27]([CH2:33][CH2:32]1)[CH2:28][N:29]([C:2]1[N:7]=[C:6]([C:8]3[CH:13]=[CH:12][C:11]([N+:14]([O-:16])=[O:15])=[CH:10][CH:9]=3)[N:5]=[C:4]([N:17]3[C@@H:21]([CH2:22][OH:23])[CH2:20][CH2:19][C@H:18]3[CH2:24][OH:25])[N:3]=1)[CH2:30]2. The catalyst class is: 8. (2) Reactant: [F:1][C:2]1[CH:7]=[CH:6][CH:5]=[C:4]([F:8])[C:3]=1[NH:9][C:10]([CH:12]1[N:20](C(OC(C)(C)C)=O)[C:15]2=[N:16][CH:17]=[CH:18][CH:19]=[C:14]2[CH2:13]1)=[O:11].C(O)(C(F)(F)F)=O. Product: [F:8][C:4]1[CH:5]=[CH:6][CH:7]=[C:2]([F:1])[C:3]=1[NH:9][C:10]([CH:12]1[NH:20][C:15]2=[N:16][CH:17]=[CH:18][CH:19]=[C:14]2[CH2:13]1)=[O:11]. The catalyst class is: 2. (3) Reactant: [CH3:1][C@@H:2]1[CH2:7][CH2:6][CH2:5][CH2:4][C@@H:3]1[NH:8][C:9]1[C:14]([C:15]([O:17][CH2:18][CH3:19])=[O:16])=[CH:13][N:12]=[C:11]2[NH:20][CH:21]=[CH:22][C:10]=12.[H-].[Na+].Cl[CH2:26][O:27][CH2:28][CH2:29][Si:30]([CH3:33])([CH3:32])[CH3:31].O. Product: [CH3:1][C@@H:2]1[CH2:7][CH2:6][CH2:5][CH2:4][C@@H:3]1[NH:8][C:9]1[C:14]([C:15]([O:17][CH2:18][CH3:19])=[O:16])=[CH:13][N:12]=[C:11]2[N:20]([CH2:26][O:27][CH2:28][CH2:29][Si:30]([CH3:33])([CH3:32])[CH3:31])[CH:21]=[CH:22][C:10]=12. The catalyst class is: 508. (4) Reactant: [Si]([O:8][CH2:9][CH2:10][CH2:11][CH2:12][CH:13]([OH:33])[CH:14]([S:23]([C:26]1[CH:31]=[CH:30][C:29]([Cl:32])=[CH:28][CH:27]=1)(=[O:25])=[O:24])[C:15]1[CH:20]=[C:19]([F:21])[CH:18]=[CH:17][C:16]=1[F:22])(C(C)(C)C)(C)C.N1C=CC=CC=1.F.CCCCCC.C(OCC)(=O)C.CCCCCC. Product: [Cl:32][C:29]1[CH:28]=[CH:27][C:26]([S:23]([CH:14]([C:15]2[CH:20]=[C:19]([F:21])[CH:18]=[CH:17][C:16]=2[F:22])[CH:13]([OH:33])[CH2:12][CH2:11][CH2:10][CH2:9][OH:8])(=[O:25])=[O:24])=[CH:31][CH:30]=1. The catalyst class is: 54. (5) Reactant: C(=O)(O)[O-].[Na+].O.F[C:8]1[CH:9]=[C:10]([CH:12]=[CH:13][C:14]=1[N:15]1[CH2:20][CH2:19][O:18][CH2:17][CH2:16]1)[NH2:11].[C:21](Cl)([O:23][CH2:24][C:25]1[CH:30]=[CH:29][CH:28]=[CH:27][CH:26]=1)=[O:22]. Product: [C:21]([NH:11][C:10]1[CH:12]=[CH:13][C:14]([N:15]2[CH2:20][CH2:19][O:18][CH2:17][CH2:16]2)=[CH:8][CH:9]=1)([O:23][CH2:24][C:25]1[CH:30]=[CH:29][CH:28]=[CH:27][CH:26]=1)=[O:22]. The catalyst class is: 21. (6) Reactant: [NH2:1][C:2]1[N:3]=[C:4]2[CH:9]=[CH:8][C:7]([O:10][C:11]3[CH:12]=[C:13]([NH:17][C:18](=[O:30])[C:19]4[CH:24]=[CH:23][CH:22]=[C:21]([C:25]5([C:28]#[N:29])[CH2:27][CH2:26]5)[CH:20]=4)[CH:14]=[CH:15][CH:16]=3)=[N:6][N:5]2[CH:31]=1.[S:32]1[CH:36]=[C:35]([C:37](O)=[O:38])[N:34]=[CH:33]1.C(Cl)(=O)C(Cl)=O.O1CCCC1. Product: [C:28]([C:25]1([C:21]2[CH:20]=[C:19]([CH:24]=[CH:23][CH:22]=2)[C:18]([NH:17][C:13]2[CH:12]=[C:11]([CH:16]=[CH:15][CH:14]=2)[O:10][C:7]2[CH:8]=[CH:9][C:4]3[N:5]([CH:31]=[C:2]([NH:1][C:37]([C:35]4[N:34]=[CH:33][S:32][CH:36]=4)=[O:38])[N:3]=3)[N:6]=2)=[O:30])[CH2:27][CH2:26]1)#[N:29]. The catalyst class is: 402.